From a dataset of Full USPTO retrosynthesis dataset with 1.9M reactions from patents (1976-2016). Predict the reactants needed to synthesize the given product. Given the product [Cl:8][C:5]1[N:6]=[CH:7][C:2]2[N:17]([C@@H:18]([C:20]3[CH:25]=[CH:24][C:23]([Cl:26])=[CH:22][CH:21]=3)[CH3:19])[C:15](=[O:16])[CH:10]3[CH2:11][O:12][CH2:13][CH2:14][N:9]3[C:3]=2[N:4]=1, predict the reactants needed to synthesize it. The reactants are: Br[C:2]1[C:3]([N:9]2[CH2:14][CH2:13][O:12][CH2:11][CH:10]2[C:15]([NH:17][C@@H:18]([C:20]2[CH:25]=[CH:24][C:23]([Cl:26])=[CH:22][CH:21]=2)[CH3:19])=[O:16])=[N:4][C:5]([Cl:8])=[N:6][CH:7]=1.CC1(C)C2C(=C(P(C3C=CC=CC=3)C3C=CC=CC=3)C=CC=2)OC2C(P(C3C=CC=CC=3)C3C=CC=CC=3)=CC=CC1=2.[O-]P([O-])([O-])=O.[K+].[K+].[K+].